Predict the product of the given reaction. From a dataset of Forward reaction prediction with 1.9M reactions from USPTO patents (1976-2016). (1) Given the reactants [NH2:1][C:2]1[N:7]=[C:6]([NH2:8])[C:5]([C:9]#[N:10])=[C:4]([NH:11][C@H:12]([C:14]2[N:23]([C:24]3[N:25]=[CH:26][N:27](COCC[Si](C)(C)C)[CH:28]=3)[C:22](=[O:37])[C:21]3[C:16](=[CH:17][CH:18]=[CH:19][C:20]=3[Cl:38])[N:15]=2)[CH3:13])[N:3]=1, predict the reaction product. The product is: [NH2:1][C:2]1[N:7]=[C:6]([NH2:8])[C:5]([C:9]#[N:10])=[C:4]([NH:11][C@H:12]([C:14]2[N:23]([C:24]3[N:25]=[CH:26][NH:27][CH:28]=3)[C:22](=[O:37])[C:21]3[C:16](=[CH:17][CH:18]=[CH:19][C:20]=3[Cl:38])[N:15]=2)[CH3:13])[N:3]=1. (2) Given the reactants [NH:1]1[C:9]2[C:4](=[CH:5][CH:6]=[CH:7][CH:8]=2)[C:3]([CH2:10][CH2:11][CH2:12][NH:13][CH:14]2[CH2:23][CH2:22][C:21]3[C:16](=[C:17]([O:24][CH3:25])[CH:18]=[CH:19][CH:20]=3)[CH2:15]2)=[CH:2]1.[CH:26](=O)[CH2:27][CH3:28].C(O)(=O)C.C([BH3-])#N.[Na+], predict the reaction product. The product is: [NH:1]1[C:9]2[C:4](=[CH:5][CH:6]=[CH:7][CH:8]=2)[C:3]([CH2:10][CH2:11][CH2:12][N:13]([CH2:26][CH2:27][CH3:28])[CH:14]2[CH2:23][CH2:22][C:21]3[C:16](=[C:17]([O:24][CH3:25])[CH:18]=[CH:19][CH:20]=3)[CH2:15]2)=[CH:2]1. (3) The product is: [NH2:18][C:19]1[CH:24]=[C:23]([C:2]2[CH:7]=[CH:6][C:5]([S:8]([N:11]3[CH2:15][CH2:14][CH2:13][C@@H:12]3[CH2:16][OH:17])(=[O:10])=[O:9])=[CH:4][CH:3]=2)[CH:22]=[CH:21][CH:20]=1. Given the reactants Br[C:2]1[CH:7]=[CH:6][C:5]([S:8]([N:11]2[CH2:15][CH2:14][CH2:13][C@@H:12]2[CH2:16][OH:17])(=[O:10])=[O:9])=[CH:4][CH:3]=1.[NH2:18][C:19]1[CH:20]=[C:21](B(O)O)[CH:22]=[CH:23][CH:24]=1.C(=O)([O-])[O-].[K+].[K+].O, predict the reaction product. (4) Given the reactants ClC1N=C(N2C(C)=CC(C)=N2)N=C(N)C=1.ClCC(Cl)=O.[Cl:21][CH2:22][C:23]([NH:25][C:26]1[CH:31]=[C:30]([Cl:32])[N:29]=[C:28]([N:33]2[C:37](C)=[CH:36][C:35](C)=[N:34]2)[N:27]=1)=[O:24], predict the reaction product. The product is: [Cl:21][CH2:22][C:23]([NH:25][C:26]1[CH:31]=[C:30]([Cl:32])[N:29]=[C:28]([N:33]2[CH:37]=[CH:36][CH:35]=[N:34]2)[N:27]=1)=[O:24]. (5) Given the reactants Br[C:2]1[CH:11]=[CH:10][C:5]([C:6]([O:8][CH3:9])=[O:7])=[CH:4][C:3]=1[O:12][CH2:13][CH2:14][C:15]([F:18])([F:17])[F:16].[CH:19]1([C:22]([CH:26]2[CH2:28][CH2:27]2)([OH:25])[C:23]#[CH:24])[CH2:21][CH2:20]1.C(N(CC)CC)C.O, predict the reaction product. The product is: [CH:19]1([C:22]([CH:26]2[CH2:28][CH2:27]2)([OH:25])[C:23]#[C:24][C:2]2[CH:11]=[CH:10][C:5]([C:6]([O:8][CH3:9])=[O:7])=[CH:4][C:3]=2[O:12][CH2:13][CH2:14][C:15]([F:18])([F:17])[F:16])[CH2:21][CH2:20]1. (6) Given the reactants BrC1N2C=NC=C2C(=O)[N:4]([CH2:12][C:13]2C=C[C:16]([O:19][CH3:20])=[CH:15][CH:14]=2)C=1.Br[C:22]1[CH:23]=[CH:24][C:25]2[O:29][N:28]=[C:27]([N:30]([C:38]([O:40][C:41]([CH3:44])([CH3:43])[CH3:42])=[O:39])[C:31]([O:33][C:34]([CH3:37])([CH3:36])[CH3:35])=[O:32])[C:26]=2[CH:45]=1, predict the reaction product. The product is: [CH3:20][O:19][C:16]1[C:15]([C:22]2[CH:23]=[CH:24][C:25]3[O:29][N:28]=[C:27]([N:30]([C:31]([O:33][C:34]([CH3:35])([CH3:36])[CH3:37])=[O:32])[C:38]([O:40][C:41]([CH3:42])([CH3:44])[CH3:43])=[O:39])[C:26]=3[CH:45]=2)=[CH:14][CH:13]=[CH:12][N:4]=1. (7) Given the reactants [CH2:1]=[CH:2][CH2:3][CH2:4][CH2:5][CH2:6][CH2:7][CH3:8].[CH2:9]=[CH:10][C:11]1[CH:16]=[CH:15][CH:14]=[CH:13][CH:12]=1.[CH2:17]=[CH:18][CH2:19][CH2:20][CH2:21][CH2:22][CH:23]=[CH2:24], predict the reaction product. The product is: [CH2:1]=[CH:2][CH2:3][CH2:4][CH2:5][CH2:6][CH2:7][CH3:8].[CH2:9]=[CH:10][C:11]1[CH:16]=[CH:15][CH:14]=[CH:13][CH:12]=1.[CH2:17]=[CH:18][CH2:19][CH2:20][CH2:21][CH2:22][CH:23]=[CH2:24].